This data is from Full USPTO retrosynthesis dataset with 1.9M reactions from patents (1976-2016). The task is: Predict the reactants needed to synthesize the given product. Given the product [C:1]([NH:5][C:6]([C:8]1[C:16]2[C:11](=[N:12][CH:13]=[C:14]([NH:17][C:18]3[CH:23]=[CH:22][C:21]([CH3:24])=[CH:20][CH:19]=3)[N:15]=2)[NH:10][CH:9]=1)=[O:7])([CH3:4])([CH3:3])[CH3:2], predict the reactants needed to synthesize it. The reactants are: [C:1]([NH:5][C:6]([C:8]1[C:16]2[C:11](=[N:12][CH:13]=[C:14]([NH:17][C:18]3[CH:23]=[CH:22][C:21]([CH3:24])=[CH:20][CH:19]=3)[N:15]=2)[N:10](COCC[Si](C)(C)C)[CH:9]=1)=[O:7])([CH3:4])([CH3:3])[CH3:2].FC(F)(F)C(O)=O.